Dataset: Forward reaction prediction with 1.9M reactions from USPTO patents (1976-2016). Task: Predict the product of the given reaction. Given the reactants [Br:1][C:2]1[C:3]([CH3:12])=[C:4]([CH:9]=[CH:10][CH:11]=1)[C:5]([O:7][CH3:8])=[O:6].C(OOC(=O)C1C=CC=CC=1)(=O)C1C=CC=CC=1.C1C(=O)N([Br:38])C(=O)C1, predict the reaction product. The product is: [Br:1][C:2]1[C:3]([CH2:12][Br:38])=[C:4]([CH:9]=[CH:10][CH:11]=1)[C:5]([O:7][CH3:8])=[O:6].